This data is from Reaction yield outcomes from USPTO patents with 853,638 reactions. The task is: Predict the reaction yield, written as a fraction of the theoretical maximum amount of product (1.0 means a 100% yield; for example, 0.34 means a 34% yield). (1) The reactants are [OH:1][C:2]1[C:3]([C:15]([O:17]C)=[O:16])=[N:4][N:5]([C:9]2[CH:14]=[CH:13][CH:12]=[CH:11][CH:10]=2)[C:6](=[O:8])[CH:7]=1.Cl. The catalyst is [OH-].[Na+]. The product is [OH:1][C:2]1[C:3]([C:15]([OH:17])=[O:16])=[N:4][N:5]([C:9]2[CH:14]=[CH:13][CH:12]=[CH:11][CH:10]=2)[C:6](=[O:8])[CH:7]=1. The yield is 0.800. (2) The reactants are [NH2:1][C:2]1[S:3][C:4]2[C:10]([N:11]3[CH2:16][CH2:15][O:14][CH2:13][CH2:12]3)=[CH:9][CH:8]=[C:7]([O:17][CH3:18])[C:5]=2[N:6]=1.[C:19](Cl)(Cl)=[O:20].[NH:23]1[CH2:28][CH2:27][O:26][CH2:25][CH2:24]1. No catalyst specified. The product is [CH3:18][O:17][C:7]1[C:5]2[N:6]=[C:2]([NH:1][C:19]([N:23]3[CH2:28][CH2:27][O:26][CH2:25][CH2:24]3)=[O:20])[S:3][C:4]=2[C:10]([N:11]2[CH2:16][CH2:15][O:14][CH2:13][CH2:12]2)=[CH:9][CH:8]=1. The yield is 0.250. (3) The reactants are C([Sn](CCCC)(CCCC)[C:6]1[CH:11]=[CH:10][CH:9]=[CH:8][N:7]=1)CCC.Br[C:21]1[CH:22]=[C:23]([OH:40])[C:24]([C:31]([NH:33][CH2:34][C:35]([O:37]CC)=[O:36])=[O:32])=[C:25]2[C:30]=1[N:29]=[CH:28][CH:27]=[N:26]2.[OH-].[Na+]. The catalyst is O1CCOCC1.CO.C1C=CC([P]([Pd]([P](C2C=CC=CC=2)(C2C=CC=CC=2)C2C=CC=CC=2)([P](C2C=CC=CC=2)(C2C=CC=CC=2)C2C=CC=CC=2)[P](C2C=CC=CC=2)(C2C=CC=CC=2)C2C=CC=CC=2)(C2C=CC=CC=2)C2C=CC=CC=2)=CC=1. The product is [OH:40][C:23]1[C:24]([C:31]([NH:33][CH2:34][C:35]([OH:37])=[O:36])=[O:32])=[C:25]2[C:30](=[C:21]([C:6]3[CH:11]=[CH:10][CH:9]=[CH:8][N:7]=3)[CH:22]=1)[N:29]=[CH:28][CH:27]=[N:26]2. The yield is 0.404. (4) The reactants are O[C:2]1[CH:7]=[C:6]([O:8][CH3:9])[CH:5]=[CH:4][C:3]=1[C:10]1([CH2:25][OH:26])[C:18]2[C:13](=[CH:14][CH:15]=[CH:16][CH:17]=2)[N:12]([CH2:19][CH2:20][CH2:21][CH2:22][CH3:23])[C:11]1=[O:24].C1(CCN2C3C(=CC=CC=3)C(C3C(O)=CC4OCOC=4C=3)(CO)C2=O)CC1. No catalyst specified. The product is [CH3:9][O:8][C:6]1[CH:5]=[CH:4][C:3]2[C:10]3([CH2:25][O:26][C:2]=2[CH:7]=1)[C:18]1[C:13](=[CH:14][CH:15]=[CH:16][CH:17]=1)[N:12]([CH2:19][CH2:20][CH2:21][CH2:22][CH3:23])[C:11]3=[O:24]. The yield is 0.990. (5) The reactants are [C:1]([N:4]1[C:13]2[C:8](=[CH:9][C:10]([C:14]([OH:16])=O)=[CH:11][CH:12]=2)[C@H:7]([NH:17][C:18]([O:20][CH2:21][C:22]2[CH:27]=[CH:26][CH:25]=[CH:24][CH:23]=2)=[O:19])[C@@H:6]([CH3:28])[C@@H:5]1[CH2:29][CH3:30])(=[O:3])[CH3:2].S(Cl)(Cl)=O.CCN(C(C)C)C(C)C.[Si:44]([O:51][CH2:52][CH2:53][NH2:54])([C:47]([CH3:50])([CH3:49])[CH3:48])([CH3:46])[CH3:45]. The catalyst is C(Cl)Cl.C(#N)C. The product is [C:1]([N:4]1[C:13]2[C:8](=[CH:9][C:10]([C:14](=[O:16])[NH:54][CH2:53][CH2:52][O:51][Si:44]([C:47]([CH3:50])([CH3:49])[CH3:48])([CH3:46])[CH3:45])=[CH:11][CH:12]=2)[C@H:7]([NH:17][C:18](=[O:19])[O:20][CH2:21][C:22]2[CH:27]=[CH:26][CH:25]=[CH:24][CH:23]=2)[C@@H:6]([CH3:28])[C@@H:5]1[CH2:29][CH3:30])(=[O:3])[CH3:2]. The yield is 0.910. (6) The reactants are [CH3:1][O:2][CH2:3][O:4][C@H:5]1[CH2:9][CH2:8][N:7]([CH2:10][C@H:11]([C:13]2[CH:18]=[CH:17][CH:16]=[CH:15][CH:14]=2)O)[CH2:6]1.COCO[C@H]1CCN([C@H](C2C=CC=CC=2)CO)C1.[F:37][C:38]1[CH:39]=[C:40]([CH:45]=[CH:46][C:47]=1[NH:48][CH3:49])[C:41]([O:43][CH3:44])=[O:42]. No catalyst specified. The product is [F:37][C:38]1[CH:39]=[C:40]([CH:45]=[CH:46][C:47]=1[N:48]([C@@H:11]([C:13]1[CH:18]=[CH:17][CH:16]=[CH:15][CH:14]=1)[CH2:10][N:7]1[CH2:8][CH2:9][C@H:5]([O:4][CH2:3][O:2][CH3:1])[CH2:6]1)[CH3:49])[C:41]([O:43][CH3:44])=[O:42]. The yield is 0.520. (7) The reactants are [Cl:1][C:2]1[C:7]([C:8]2[NH:12][CH:11]=[C:10]([CH:13]=[O:14])[CH:9]=2)=[CH:6][CH:5]=[CH:4][N:3]=1.[H-].[Na+].[F:17][C:18]1[CH:19]=[C:20]([S:24](Cl)(=[O:26])=[O:25])[CH:21]=[CH:22][CH:23]=1. The catalyst is O1CCCC1.[Cl-].[Na+].O. The product is [Cl:1][C:2]1[C:7]([C:8]2[N:12]([S:24]([C:20]3[CH:21]=[CH:22][CH:23]=[C:18]([F:17])[CH:19]=3)(=[O:26])=[O:25])[CH:11]=[C:10]([CH:13]=[O:14])[CH:9]=2)=[CH:6][CH:5]=[CH:4][N:3]=1. The yield is 0.950. (8) The reactants are [C:1]([C:3]1[CH:4]=[C:5]([C:13]2[O:17][N:16]=[C:15]([C:18]3[CH:32]=[CH:31][C:21]4[CH2:22][CH2:23][N:24]([CH2:27][C:28]([OH:30])=O)[CH2:25][CH2:26][C:20]=4[CH:19]=3)[N:14]=2)[CH:6]=[CH:7][C:8]=1[O:9][CH:10]([CH3:12])[CH3:11])#[N:2].C(Cl)CCl.C(N1CCOCC1)C.C1C=CC2N(O)N=NC=2C=1.[CH3:55][C:56]([Si:59]([CH3:66])([CH3:65])[O:60][CH2:61][C@H:62]([NH2:64])[CH3:63])([CH3:58])[CH3:57]. The catalyst is CN(C=O)C. The product is [C:1]([C:3]1[CH:4]=[C:5]([C:13]2[O:17][N:16]=[C:15]([C:18]3[CH:32]=[CH:31][C:21]4[CH2:22][CH2:23][N:24]([CH2:27][C:28]([NH:64][C@H:62]([CH3:63])[CH2:61][O:60][Si:59]([C:56]([CH3:58])([CH3:57])[CH3:55])([CH3:65])[CH3:66])=[O:30])[CH2:25][CH2:26][C:20]=4[CH:19]=3)[N:14]=2)[CH:6]=[CH:7][C:8]=1[O:9][CH:10]([CH3:12])[CH3:11])#[N:2]. The yield is 1.28.